This data is from Reaction yield outcomes from USPTO patents with 853,638 reactions. The task is: Predict the reaction yield, written as a fraction of the theoretical maximum amount of product (1.0 means a 100% yield; for example, 0.34 means a 34% yield). (1) The reactants are C(Cl)(=O)C(Cl)=O.[C:7]1([C:13]2[CH:14]=[CH:15][C:16]([C:19]([OH:21])=O)=[N:17][CH:18]=2)[CH:12]=[CH:11][CH:10]=[CH:9][CH:8]=1.Cl.[CH2:23]([NH:30][OH:31])[C:24]1[CH:29]=[CH:28][CH:27]=[CH:26][CH:25]=1.C(N(CC)CC)C. The catalyst is ClCCl. The product is [CH2:23]([N:30]([OH:31])[C:19]([C:16]1[CH:15]=[CH:14][C:13]([C:7]2[CH:8]=[CH:9][CH:10]=[CH:11][CH:12]=2)=[CH:18][N:17]=1)=[O:21])[C:24]1[CH:29]=[CH:28][CH:27]=[CH:26][CH:25]=1. The yield is 0.130. (2) The reactants are [OH:1][C:2]1[CH:15]=[CH:14][C:13]([CH3:16])=[CH:12][C:3]=1[C:4]([C:6]1[CH:11]=[CH:10][CH:9]=[CH:8][CH:7]=1)=[O:5].CI.[CH3:19]C(C)=O. The catalyst is O. The product is [CH3:19][O:1][C:2]1[CH:15]=[CH:14][C:13]([CH3:16])=[CH:12][C:3]=1[C:4]([C:6]1[CH:11]=[CH:10][CH:9]=[CH:8][CH:7]=1)=[O:5]. The yield is 0.710. (3) The reactants are [CH3:1][N:2]1[CH:6]=[C:5]([C:7]2[CH:12]=[CH:11][C:10]([C:13]3[C:22]4[C:17](=[CH:18][CH:19]=[C:20]([C:23](O)=[O:24])[CH:21]=4)[CH:16]=[N:15][CH:14]=3)=[CH:9][CH:8]=2)[CH:4]=[N:3]1.[CH3:26][N:27](C(ON1N=NC2C=CC=NC1=2)=[N+](C)C)C.F[P-](F)(F)(F)(F)F.CN.C1COCC1.CCN(C(C)C)C(C)C. The catalyst is CN(C=O)C. The product is [CH3:26][NH:27][C:23]([C:20]1[CH:21]=[C:22]2[C:17](=[CH:18][CH:19]=1)[CH:16]=[N:15][CH:14]=[C:13]2[C:10]1[CH:11]=[CH:12][C:7]([C:5]2[CH:4]=[N:3][N:2]([CH3:1])[CH:6]=2)=[CH:8][CH:9]=1)=[O:24]. The yield is 0.530. (4) The reactants are CC(C)([O-])C.[K+].F[C:8]1[C:18]([F:19])=[C:17]([F:20])[CH:16]=[CH:15][C:9]=1[NH:10][C@@H:11]([CH3:14])[CH2:12][OH:13]. The catalyst is CN(C=O)C. The product is [F:20][C:17]1[CH:16]=[CH:15][C:9]2[NH:10][C@@H:11]([CH3:14])[CH2:12][O:13][C:8]=2[C:18]=1[F:19]. The yield is 0.790. (5) The yield is 0.670. The product is [N:30]1[CH:35]=[CH:34][N:33]=[CH:32][C:31]=1[C:2]1[N:7]=[CH:6][C:5]2[CH:8]=[N:9][N:10]([C:11]3[N:16]=[C:15]([N:17]4[CH2:22][CH2:21][N:20]([C:23]([O:25][C:26]([CH3:28])([CH3:29])[CH3:27])=[O:24])[CH2:19][CH2:18]4)[CH:14]=[CH:13][CH:12]=3)[C:4]=2[CH:3]=1. The catalyst is CN(C)C(=O)C.C1(P(C2C=CC=CC=2)C2C=CC=CC=2)C=CC=CC=1.C1(P(C2C=CC=CC=2)C2C=CC=CC=2)C=CC=CC=1.C1(P(C2C=CC=CC=2)C2C=CC=CC=2)C=CC=CC=1.C1(P(C2C=CC=CC=2)C2C=CC=CC=2)C=CC=CC=1.[Pd]. The reactants are Cl[C:2]1[N:7]=[CH:6][C:5]2[CH:8]=[N:9][N:10]([C:11]3[N:16]=[C:15]([N:17]4[CH2:22][CH2:21][N:20]([C:23]([O:25][C:26]([CH3:29])([CH3:28])[CH3:27])=[O:24])[CH2:19][CH2:18]4)[CH:14]=[CH:13][CH:12]=3)[C:4]=2[CH:3]=1.[N:30]1[CH:35]=[CH:34][N:33]=[CH:32][C:31]=1[Sn](CCCC)(CCCC)CCCC. (6) The reactants are [NH2:1][C:2]1[CH:3]=[C:4]([C:21]([Cl:25])=[CH:22][C:23]=1[F:24])[O:5][C:6]1[CH:7]=[CH:8][C:9]2[N:10]([CH:12]=[C:13]([NH:15][C:16]([CH:18]3[CH2:20][CH2:19]3)=[O:17])[N:14]=2)[N:11]=1.[F:26][C:27]([F:38])([F:37])[C:28]1[CH:29]=[C:30]([CH:34]=[CH:35][CH:36]=1)[C:31](O)=[O:32].ON1C2C=CC=CC=2N=N1.Cl.C(N=C=NCCCN(C)C)C. The catalyst is CN(C)C=O. The product is [Cl:25][C:21]1[C:4]([O:5][C:6]2[CH:7]=[CH:8][C:9]3[N:10]([CH:12]=[C:13]([NH:15][C:16]([CH:18]4[CH2:19][CH2:20]4)=[O:17])[N:14]=3)[N:11]=2)=[CH:3][C:2]([NH:1][C:31](=[O:32])[C:30]2[CH:34]=[CH:35][CH:36]=[C:28]([C:27]([F:26])([F:37])[F:38])[CH:29]=2)=[C:23]([F:24])[CH:22]=1. The yield is 0.200.